Dataset: Catalyst prediction with 721,799 reactions and 888 catalyst types from USPTO. Task: Predict which catalyst facilitates the given reaction. (1) Reactant: [CH3:1][O:2][C:3]1[CH:12]=[CH:11][C:10]([C:13]2[N:14]=[N:15][N:16]([CH3:18])[N:17]=2)=[CH:9][C:4]=1[C:5](OC)=[O:6].[H-].C([Al+]CC(C)C)C(C)C. Product: [CH3:1][O:2][C:3]1[CH:12]=[CH:11][C:10]([C:13]2[N:14]=[N:15][N:16]([CH3:18])[N:17]=2)=[CH:9][C:4]=1[CH2:5][OH:6]. The catalyst class is: 2. (2) Reactant: [Cl:1][C:2]1[C:3]([F:18])=[C:4](I)[C:5]([O:14][CH2:15][CH3:16])=[C:6]([C:8]2([CH3:13])[O:12][CH2:11][CH2:10][O:9]2)[CH:7]=1.CC1(C)C(C)(C)OB(/[CH:27]=[CH:28]/[C:29]([O:31][CH2:32][CH3:33])=[O:30])O1.C(=O)([O-])[O-].[K+].[K+].ClCCl. Product: [Cl:1][C:2]1[C:3]([F:18])=[C:4](/[CH:27]=[CH:28]/[C:29]([O:31][CH2:32][CH3:33])=[O:30])[C:5]([O:14][CH2:15][CH3:16])=[C:6]([C:8]2([CH3:13])[O:12][CH2:11][CH2:10][O:9]2)[CH:7]=1. The catalyst class is: 38. (3) Reactant: [CH3:1][C:2]1[C:7]([OH:8])=[CH:6][CH:5]=[C:4]([CH3:9])[N:3]=1.C(=O)([O-])[O-].[Cs+].[Cs+].[F:16][C:17]1[CH:18]=[C:19]([N+:24]([O-:26])=[O:25])[CH:20]=[CH:21][C:22]=1F. Product: [F:16][C:17]1[CH:18]=[C:19]([N+:24]([O-:26])=[O:25])[CH:20]=[CH:21][C:22]=1[O:8][C:7]1[C:2]([CH3:1])=[N:3][C:4]([CH3:9])=[CH:5][CH:6]=1. The catalyst class is: 3. (4) Reactant: [CH3:1][C:2]([CH3:22])([O:4][C:5](=[O:21])[NH:6][CH2:7][CH2:8][CH2:9][CH2:10][CH2:11][NH:12][C:13](=[O:20])[CH2:14][O:15][CH2:16][C:17]([OH:19])=O)[CH3:3].CCOC1N(C(OCC)=O)C2C(=CC=CC=2)C=C1.[CH3:41][N:42]1[C@@H:51]2[CH2:52][C:53]3[CH:58]=[CH:57][C:56]([OH:59])=[C:55]4[O:60][C@H:46]5[C@@H:47]([NH2:62])[CH2:48][CH2:49][C@:50]2([OH:61])[C@:45]5([C:54]=34)[CH2:44][CH2:43]1. Product: [C:2]([O:4][C:5](=[O:21])[NH:6][CH2:7][CH2:8][CH2:9][CH2:10][CH2:11][NH:12][C:13](=[O:20])[CH2:14][O:15][CH2:16][C:17]([NH:62][C@H:47]1[CH2:48][CH2:49][C@:50]2([OH:61])[C@@:45]34[C:54]5[C:53](=[CH:58][CH:57]=[C:56]([OH:59])[C:55]=5[O:60][C@@H:46]13)[CH2:52][CH:51]2[N:42]([CH3:41])[CH2:43][CH2:44]4)=[O:19])([CH3:1])([CH3:3])[CH3:22]. The catalyst class is: 168. (5) Reactant: [CH:1]1([CH2:6][C@H:7]([NH:17][C:18](=[O:24])[O:19][C:20]([CH3:23])([CH3:22])[CH3:21])[CH2:8][O:9][Si](C(C)(C)C)(C)C)[CH2:5][CH2:4][CH2:3][CH2:2]1.[N+](CCCC)(CCCC)(CCCC)CCCC.[F-].O. Product: [CH:1]1([CH2:6][C@H:7]([NH:17][C:18](=[O:24])[O:19][C:20]([CH3:22])([CH3:21])[CH3:23])[CH2:8][OH:9])[CH2:2][CH2:3][CH2:4][CH2:5]1. The catalyst class is: 1. (6) Reactant: [C:1]([O:5][C:6]([N:8]([C:16]1[C:21]([CH3:23])([CH3:22])[S:20](=[O:25])(=[O:24])[CH2:19][C@:18]([C:27]2[CH:32]=[C:31]([N+:33]([O-:35])=[O:34])[CH:30]=[CH:29][C:28]=2[F:36])([CH3:26])[N:17]=1)[C:9](=[O:15])[O:10][C:11]([CH3:14])([CH3:13])[CH3:12])=[O:7])([CH3:4])([CH3:3])[CH3:2].[Li+].C[Si]([N-][Si](C)(C)C)(C)C.[CH3:47][C:48]1([CH3:51])[CH2:50][O:49]1.B(F)(F)F.CCOCC.[Cl-].[NH4+]. Product: [C:11]([O:10][C:9]([N:8]([C:16]1[C:21]([CH3:23])([CH3:22])[S:20](=[O:25])(=[O:24])[CH:19]([CH2:47][C:48]([OH:49])([CH3:51])[CH3:50])[C@:18]([C:27]2[CH:32]=[C:31]([N+:33]([O-:35])=[O:34])[CH:30]=[CH:29][C:28]=2[F:36])([CH3:26])[N:17]=1)[C:6](=[O:7])[O:5][C:1]([CH3:2])([CH3:3])[CH3:4])=[O:15])([CH3:12])([CH3:13])[CH3:14]. The catalyst class is: 1. (7) Reactant: [C:1]([C:5]1[CH:6]=[C:7]([NH:18][C:19]([NH:21][C@@H:22]2[C:31]3[C:26](=[CH:27][CH:28]=[CH:29][CH:30]=3)[C@H:25]([O:32][C:33]3[CH:34]=[CH:35][C:36]4[N:37]([C:39]([N:42]5[CH2:47][CH2:46][CH2:45][CH2:44][C@@H:43]5[CH3:48])=[N:40][N:41]=4)[CH:38]=3)[CH2:24][CH2:23]2)=[O:20])[N:8]([C:10]2[CH:15]=[CH:14][C:13]([CH:16]=O)=[CH:12][CH:11]=2)[N:9]=1)([CH3:4])([CH3:3])[CH3:2].[F:49][CH:50]1[CH2:55][CH2:54][NH:53][CH2:52][CH2:51]1.[C:56]([O:59][BH-](OC(=O)C)OC(=O)C)(=[O:58])C.[Na+].O. Product: [CH:56]([OH:59])=[O:58].[C:1]([C:5]1[CH:6]=[C:7]([NH:18][C:19]([NH:21][C@@H:22]2[C:31]3[C:26](=[CH:27][CH:28]=[CH:29][CH:30]=3)[C@H:25]([O:32][C:33]3[CH:34]=[CH:35][C:36]4[N:37]([C:39]([N:42]5[CH2:47][CH2:46][CH2:45][CH2:44][C@@H:43]5[CH3:48])=[N:40][N:41]=4)[CH:38]=3)[CH2:24][CH2:23]2)=[O:20])[N:8]([C:10]2[CH:15]=[CH:14][C:13]([CH2:16][N:53]3[CH2:54][CH2:55][CH:50]([F:49])[CH2:51][CH2:52]3)=[CH:12][CH:11]=2)[N:9]=1)([CH3:2])([CH3:3])[CH3:4]. The catalyst class is: 2. (8) Reactant: [Cl:1][C:2]1[CH:20]=[CH:19][CH:18]=[C:17]([Cl:21])[C:3]=1[CH2:4][C:5]1(C(OCC)=O)[CH2:10][CH2:9][CH2:8][NH:7][C:6]1=[O:11].[OH-].[Na+]. Product: [Cl:1][C:2]1[CH:20]=[CH:19][CH:18]=[C:17]([Cl:21])[C:3]=1[CH2:4][CH:5]1[CH2:10][CH2:9][CH2:8][NH:7][C:6]1=[O:11]. The catalyst class is: 8. (9) Reactant: [H-].[Na+].[CH:3]1([O:8][C:9]2[CH:14]=[CH:13][C:12]([N:15]3[CH:19]=[CH:18][N:17]([C@H:20]4[CH2:25][CH2:24][C@H:23]([OH:26])[CH2:22][CH2:21]4)[C:16]3=[O:27])=[CH:11][CH:10]=2)[CH2:7][CH2:6][CH2:5][CH2:4]1.CN(C=O)C.[CH3:33][N:34]([CH2:36][CH2:37]Cl)[CH3:35]. Product: [CH:3]1([O:8][C:9]2[CH:14]=[CH:13][C:12]([N:15]3[CH:19]=[CH:18][N:17]([C@H:20]4[CH2:25][CH2:24][C@H:23]([O:26][CH2:37][CH2:36][N:34]([CH3:35])[CH3:33])[CH2:22][CH2:21]4)[C:16]3=[O:27])=[CH:11][CH:10]=2)[CH2:4][CH2:5][CH2:6][CH2:7]1. The catalyst class is: 6.